From a dataset of Reaction yield outcomes from USPTO patents with 853,638 reactions. Predict the reaction yield, written as a fraction of the theoretical maximum amount of product (1.0 means a 100% yield; for example, 0.34 means a 34% yield). (1) The reactants are C(N(CC)CC)C.Cl.[CH3:9][NH:10][CH2:11][C:12]1[CH:20]=[CH:19][CH:18]=[C:17]2[C:13]=1[CH2:14][N:15]([CH:22]1[CH2:27][CH2:26][C:25](=[O:28])[NH:24][C:23]1=[O:29])[C:16]2=[O:21].[CH3:30][O:31][C:32]1[CH:33]=[C:34]([N:38]=[C:39]=[O:40])[CH:35]=[CH:36][CH:37]=1. The catalyst is C1COCC1. The product is [O:29]=[C:23]1[CH:22]([N:15]2[CH2:14][C:13]3[C:17](=[CH:18][CH:19]=[CH:20][C:12]=3[CH2:11][N:10]([CH3:9])[C:39]([NH:38][C:34]3[CH:35]=[CH:36][CH:37]=[C:32]([O:31][CH3:30])[CH:33]=3)=[O:40])[C:16]2=[O:21])[CH2:27][CH2:26][C:25](=[O:28])[NH:24]1. The yield is 0.730. (2) The reactants are [Si:1](Cl)([C:4]([CH3:7])([CH3:6])[CH3:5])([CH3:3])[CH3:2].[CH2:9]([O:11][C:12]([C@@:14]1([NH:19][C:20]([N:22]2[CH2:26][C@H:25]([OH:27])[CH2:24][C@H:23]2[C:28](=[O:37])[N:29]([CH2:31][CH2:32][CH2:33][CH2:34][CH:35]=[CH2:36])[CH3:30])=[O:21])[CH2:16][C@@H:15]1[CH:17]=[CH2:18])=[O:13])[CH3:10]. The catalyst is C(Cl)Cl. The product is [CH2:9]([O:11][C:12]([C@@:14]1([NH:19][C:20]([N:22]2[CH2:26][C@H:25]([O:27][Si:1]([C:4]([CH3:7])([CH3:6])[CH3:5])([CH3:3])[CH3:2])[CH2:24][C@H:23]2[C:28](=[O:37])[N:29]([CH2:31][CH2:32][CH2:33][CH2:34][CH:35]=[CH2:36])[CH3:30])=[O:21])[CH2:16][C@@H:15]1[CH:17]=[CH2:18])=[O:13])[CH3:10]. The yield is 0.700. (3) The reactants are [OH:1][C:2]1[CH:3]=[C:4]([CH:14]=[C:15]([O:17][C@H:18]2[CH2:22][CH2:21][O:20][CH2:19]2)[CH:16]=1)[C:5]([NH:7][C:8]1[CH:12]=[CH:11][N:10]([CH3:13])[N:9]=1)=[O:6].[N:23]1([C:27]([C:29]2[CH:34]=[N:33][C:32](Cl)=[CH:31][N:30]=2)=[O:28])[CH2:26][CH2:25][CH2:24]1.C(=O)([O-])[O-].[Cs+].[Cs+]. The catalyst is C(#N)C. The product is [N:23]1([C:27]([C:29]2[N:30]=[CH:31][C:32]([O:1][C:2]3[CH:3]=[C:4]([CH:14]=[C:15]([O:17][C@H:18]4[CH2:22][CH2:21][O:20][CH2:19]4)[CH:16]=3)[C:5]([NH:7][C:8]3[CH:12]=[CH:11][N:10]([CH3:13])[N:9]=3)=[O:6])=[N:33][CH:34]=2)=[O:28])[CH2:26][CH2:25][CH2:24]1. The yield is 0.310. (4) The reactants are Cl[C:2]1[N:7]=[C:6]([C:8]2[S:12][C:11]([C:13]([CH3:16])([CH3:15])[CH3:14])=[N:10][C:9]=2[C:17]2[C:18]([F:35])=[C:19]([NH:23][S:24]([C:27]3[C:32]([F:33])=[CH:31][CH:30]=[CH:29][C:28]=3[F:34])(=[O:26])=[O:25])[CH:20]=[CH:21][CH:22]=2)[CH:5]=[CH:4][N:3]=1.[NH3:36].CO. The catalyst is C(Cl)Cl. The product is [NH2:36][C:2]1[N:7]=[C:6]([C:8]2[S:12][C:11]([C:13]([CH3:16])([CH3:15])[CH3:14])=[N:10][C:9]=2[C:17]2[C:18]([F:35])=[C:19]([NH:23][S:24]([C:27]3[C:32]([F:33])=[CH:31][CH:30]=[CH:29][C:28]=3[F:34])(=[O:26])=[O:25])[CH:20]=[CH:21][CH:22]=2)[CH:5]=[CH:4][N:3]=1. The yield is 0.470. (5) The reactants are [OH:1][C:2]1[CH:3]=[C:4]([CH:15]=[CH:16][CH:17]=1)[C:5]([NH:7][CH2:8][C:9]1[CH:14]=[CH:13][CH:12]=[CH:11][N:10]=1)=[O:6].[H-].[Na+].Br[CH2:21][C:22]([O:24][C:25]([CH3:28])([CH3:27])[CH3:26])=[O:23]. The catalyst is CN(C)C=O.C(OCC)(=O)C. The product is [N:10]1[CH:11]=[CH:12][CH:13]=[CH:14][C:9]=1[CH2:8][NH:7][C:5]([C:4]1[CH:3]=[C:2]([CH:17]=[CH:16][CH:15]=1)[O:1][CH2:21][C:22]([O:24][C:25]([CH3:28])([CH3:27])[CH3:26])=[O:23])=[O:6]. The yield is 0.740.